The task is: Predict the reactants needed to synthesize the given product.. This data is from Full USPTO retrosynthesis dataset with 1.9M reactions from patents (1976-2016). (1) Given the product [Cl:3][C:5]([C:8]1[CH:9]=[C:10]2[C:14](=[CH:15][C:16]=1[OH:17])[NH:13][N:12]=[C:11]2[CH2:18][C:19]1[CH:24]=[CH:23][CH:22]=[C:21]([CH3:25])[CH:20]=1)=[O:6], predict the reactants needed to synthesize it. The reactants are: S(Cl)([Cl:3])=O.[C:5]([C:8]1[CH:9]=[C:10]2[C:14](=[CH:15][C:16]=1[OH:17])[NH:13][N:12]=[C:11]2[CH2:18][C:19]1[CH:24]=[CH:23][CH:22]=[C:21]([CH3:25])[CH:20]=1)(O)=[O:6].C1(C)C=CC=CC=1. (2) Given the product [Cl:1][C:2]1[CH:3]=[C:4]([C:8]2[N:16]=[C:15]([C:17]([NH:37][NH2:38])=[O:19])[N:14]=[C:13]3[C:9]=2[N:10]([CH2:29][C@H:30]2[CH2:35][CH2:34][C@H:33]([CH3:36])[CH2:32][CH2:31]2)[C:11]([CH:21]([OH:28])[CH:22]2[CH2:27][CH2:26][O:25][CH2:24][CH2:23]2)=[N:12]3)[CH:5]=[CH:6][CH:7]=1, predict the reactants needed to synthesize it. The reactants are: [Cl:1][C:2]1[CH:3]=[C:4]([C:8]2[N:16]=[C:15]([C:17]([O:19]C)=O)[N:14]=[C:13]3[C:9]=2[N:10]([CH2:29][C@H:30]2[CH2:35][CH2:34][C@H:33]([CH3:36])[CH2:32][CH2:31]2)[C:11]([CH:21]([OH:28])[CH:22]2[CH2:27][CH2:26][O:25][CH2:24][CH2:23]2)=[N:12]3)[CH:5]=[CH:6][CH:7]=1.[NH2:37][NH2:38].C1COCC1.